This data is from Full USPTO retrosynthesis dataset with 1.9M reactions from patents (1976-2016). The task is: Predict the reactants needed to synthesize the given product. Given the product [CH3:1][C:2]1[S:3][CH:4]=[C:5]([C:7]2[CH:12]=[CH:11][C:10]([NH2:13])=[CH:9][CH:8]=2)[N:6]=1, predict the reactants needed to synthesize it. The reactants are: [CH3:1][C:2]1[S:3][CH:4]=[C:5]([C:7]2[CH:12]=[CH:11][C:10]([N+:13]([O-])=O)=[CH:9][CH:8]=2)[N:6]=1.